Dataset: Forward reaction prediction with 1.9M reactions from USPTO patents (1976-2016). Task: Predict the product of the given reaction. (1) The product is: [CH3:1][C:2]1[CH:7]=[CH:6][N:5]=[C:4]([C:8]2([NH2:9])[CH2:11][CH2:10]2)[N:3]=1. Given the reactants [CH3:1][C:2]1[CH:7]=[CH:6][N:5]=[C:4]([C:8]#[N:9])[N:3]=1.[CH2:10]([Mg]Br)[CH3:11].B(F)(F)F.O, predict the reaction product. (2) Given the reactants [OH-].[Na+].C([O:5][C:6]([C:8]1[N:23]=[CH:22][C:11]2[N:12]([CH:19]([CH3:21])[CH3:20])[C:13]3[C:18]([C:10]=2[CH:9]=1)=[CH:17][CH:16]=[CH:15][CH:14]=3)=[O:7])C, predict the reaction product. The product is: [C:6]([C:8]1[N:23]=[CH:22][C:11]2[N:12]([CH:19]([CH3:20])[CH3:21])[C:13]3[C:18]([C:10]=2[CH:9]=1)=[CH:17][CH:16]=[CH:15][CH:14]=3)([OH:7])=[O:5]. (3) Given the reactants [Cl:1][C:2]1[CH:37]=[CH:36][CH:35]=[CH:34][C:3]=1[CH2:4][N:5]1[C:13]2[C:8](=[CH:9][CH:10]=[CH:11][CH:12]=2)[C:7]([C:23]2[CH:28]=[C:27]([CH3:29])[C:26]([O:30]C)=[C:25]([CH3:32])[CH:24]=2)([C:14]2[CH:19]=[CH:18][C:17]([N+:20]([O-:22])=[O:21])=[CH:16][CH:15]=2)[C:6]1=[O:33].Cl.N1C=CC=CC=1.Cl, predict the reaction product. The product is: [Cl:1][C:2]1[CH:37]=[CH:36][CH:35]=[CH:34][C:3]=1[CH2:4][N:5]1[C:13]2[C:8](=[CH:9][CH:10]=[CH:11][CH:12]=2)[C:7]([C:23]2[CH:24]=[C:25]([CH3:32])[C:26]([OH:30])=[C:27]([CH3:29])[CH:28]=2)([C:14]2[CH:15]=[CH:16][C:17]([N+:20]([O-:22])=[O:21])=[CH:18][CH:19]=2)[C:6]1=[O:33]. (4) Given the reactants Br[C:2]1[CH:3]=[CH:4][C:5]2[N:6]([CH:8]=[N:9][N:10]=2)[CH:7]=1.[OH-].[Na+].CC1(C)C(C)(C)OB([C:21]2[CH:22]=[N:23][N:24]([CH:26]3[CH2:31][CH2:30][N:29]([C:32]([O:34][C:35]([CH3:38])([CH3:37])[CH3:36])=[O:33])[CH2:28][CH2:27]3)[CH:25]=2)O1, predict the reaction product. The product is: [N:10]1[N:9]=[CH:8][N:6]2[CH:7]=[C:2]([C:21]3[CH:22]=[N:23][N:24]([CH:26]4[CH2:27][CH2:28][N:29]([C:32]([O:34][C:35]([CH3:38])([CH3:37])[CH3:36])=[O:33])[CH2:30][CH2:31]4)[CH:25]=3)[CH:3]=[CH:4][C:5]=12. (5) Given the reactants F[P-](F)(F)(F)(F)F.N1(O[P+](N(C)C)(N(C)C)N(C)C)C2C=CC=CC=2N=N1.[CH:28]1([CH2:36][CH:37]([N:41]2[CH2:49][C:48]3[C:43](=[CH:44][CH:45]=[CH:46][CH:47]=3)[C:42]2=[O:50])[C:38]([OH:40])=O)[CH2:35][CH2:34][CH2:33][CH2:32][CH2:31][CH2:30][CH2:29]1.[NH2:51][C:52]1[S:53][CH:54]=[CH:55][N:56]=1.C1(C[C@H](N2CC3C(=CC=CC=3)C2=O)C(NC2SC=CN=2)=O)CCCCC1, predict the reaction product. The product is: [CH:28]1([CH2:36][CH:37]([N:41]2[CH2:49][C:48]3[C:43](=[CH:44][CH:45]=[CH:46][CH:47]=3)[C:42]2=[O:50])[C:38]([NH:51][C:52]2[S:53][CH:54]=[CH:55][N:56]=2)=[O:40])[CH2:29][CH2:30][CH2:31][CH2:32][CH2:33][CH2:34][CH2:35]1.